This data is from Reaction yield outcomes from USPTO patents with 853,638 reactions. The task is: Predict the reaction yield, written as a fraction of the theoretical maximum amount of product (1.0 means a 100% yield; for example, 0.34 means a 34% yield). (1) The catalyst is C(Cl)Cl. The reactants are [N+:1]([O-:4])([O-])=O.[Na+].C(O)(=O)C(O)=O.[N:12]([CH2:15][CH2:16][NH:17][CH2:18][CH2:19][N:20]=[N+:21]=[N-:22])=[N+:13]=[N-:14].CCCCCC. The product is [N:20]([CH2:19][CH2:18][N:17]([CH2:16][CH2:15][N:12]=[N+:13]=[N-:14])[N:1]=[O:4])=[N+:21]=[N-:22]. The yield is 0.840. (2) The reactants are [Cl:1][C:2]1[CH:3]=[C:4]([C:12]2[N:16]=[C:15]([C:17]3[CH:24]=[CH:23][C:20]([CH:21]=O)=[CH:19][CH:18]=3)[O:14][N:13]=2)[CH:5]=[CH:6][C:7]=1[O:8][CH:9]([CH3:11])[CH3:10].[CH3:25][C:26]1([CH3:33])[O:30][CH:29]([CH2:31][NH2:32])[CH2:28][O:27]1.C(O)(=O)C.C([BH3-])#N.[Na+]. The catalyst is CO. The product is [Cl:1][C:2]1[CH:3]=[C:4]([C:12]2[N:16]=[C:15]([C:17]3[CH:18]=[CH:19][C:20]([CH2:21][NH:32][CH2:31][CH:29]4[CH2:28][O:27][C:26]([CH3:33])([CH3:25])[O:30]4)=[CH:23][CH:24]=3)[O:14][N:13]=2)[CH:5]=[CH:6][C:7]=1[O:8][CH:9]([CH3:10])[CH3:11]. The yield is 0.647. (3) The reactants are [O:1]=[C:2]1[C@H:6]([O:7][C:8](=[O:12])[CH:9]([CH3:11])[CH3:10])[C@@H:5]([O:13][C:14](=[O:18])[CH:15]([CH3:17])[CH3:16])[C:4](=O)[O:3]1.[NH2:20][OH:21]. The catalyst is C(OCC)(=O)C. The product is [OH:21][N:20]1[C:2](=[O:1])[C@H:6]([O:7][C:8](=[O:12])[CH:9]([CH3:11])[CH3:10])[C@@H:5]([O:13][C:14](=[O:18])[CH:15]([CH3:17])[CH3:16])[C:4]1=[O:3]. The yield is 1.00. (4) The yield is 0.620. The product is [NH2:1][CH:4]([C:6]1[N:7]=[C:8]2[S:21][CH:20]=[CH:19][N:9]2[C:10](=[O:18])[C:11]=1[C:12]1[CH:17]=[CH:16][CH:15]=[CH:14][CH:13]=1)[CH3:5]. The catalyst is O1CCCC1.O. The reactants are [N:1]([CH:4]([C:6]1[N:7]=[C:8]2[S:21][CH:20]=[CH:19][N:9]2[C:10](=[O:18])[C:11]=1[C:12]1[CH:17]=[CH:16][CH:15]=[CH:14][CH:13]=1)[CH3:5])=[N+]=[N-].CP(C)C.C(OCC)(=O)C. (5) The reactants are Br[CH2:2][C:3]1[C:13]([Cl:14])=[N:12][CH:11]=[CH:10][C:4]=1[C:5]([O:7]CC)=O.Cl.[CH3:16][C:17]1[C:22]([O:23][CH2:24][CH2:25][C:26]([F:29])([F:28])[F:27])=[CH:21][N:20]=[C:19]([CH2:30][NH2:31])[CH:18]=1. No catalyst specified. The product is [Cl:14][C:13]1[C:3]2[CH2:2][N:31]([CH2:30][C:19]3[CH:18]=[C:17]([CH3:16])[C:22]([O:23][CH2:24][CH2:25][C:26]([F:29])([F:27])[F:28])=[CH:21][N:20]=3)[C:5](=[O:7])[C:4]=2[CH:10]=[CH:11][N:12]=1. The yield is 0.650. (6) The reactants are Br[C:2]1[CH:7]=[C:6]([C:8]([CH3:11])([CH3:10])[CH3:9])[C:5]([N+:12]([O-:14])=[O:13])=[CH:4][C:3]=1[NH2:15].CCN(CC)CC.[CH3:23][Si:24]([C:27]#[CH:28])([CH3:26])[CH3:25]. The catalyst is C1(C)C=CC=CC=1.O.Cl[Pd](Cl)([P](C1C=CC=CC=1)(C1C=CC=CC=1)C1C=CC=CC=1)[P](C1C=CC=CC=1)(C1C=CC=CC=1)C1C=CC=CC=1.[Cu]I. The product is [C:8]([C:6]1[C:5]([N+:12]([O-:14])=[O:13])=[CH:4][C:3]([NH:15][C:28]#[C:27][Si:24]([CH3:26])([CH3:25])[CH3:23])=[CH:2][CH:7]=1)([CH3:11])([CH3:10])[CH3:9]. The yield is 0.810. (7) The reactants are [CH:1]([C:3]1[NH:7][CH:6]=[C:5]([C:8]([OH:10])=O)[C:4]=1[CH3:11])=[O:2].[CH3:12][C@H:13]1[CH2:18][NH:17][CH2:16][C@@H:15]([CH3:19])[NH:14]1. No catalyst specified. The product is [CH3:12][C@H:13]1[NH:14][C@@H:15]([CH3:19])[CH2:16][N:17]([C:8]([C:5]2[C:4]([CH3:11])=[C:3]([CH:1]=[O:2])[NH:7][CH:6]=2)=[O:10])[CH2:18]1. The yield is 0.880. (8) The reactants are [CH2:1]([NH:3][CH2:4][CH2:5][NH:6][C:7]([C:9]1[C:13]([CH3:14])=[C:12]([CH:15]=O)[NH:11][C:10]=1[CH3:17])=[O:8])[CH3:2].[F:18][C:19]1[CH:20]=[C:21]2[C:25](=[CH:26][CH:27]=1)[NH:24][C:23](=[O:28])[CH2:22]2.N1CCCC1. The catalyst is C(O)C. The product is [CH2:1]([NH:3][CH2:4][CH2:5][NH:6][C:7]([C:9]1[C:13]([CH3:14])=[C:12](/[CH:15]=[C:22]2\[C:23](=[O:28])[NH:24][C:25]3[C:21]\2=[CH:20][C:19]([F:18])=[CH:27][CH:26]=3)[NH:11][C:10]=1[CH3:17])=[O:8])[CH3:2]. The yield is 0.950. (9) The catalyst is O1CCOCC1.[Cu]I. The product is [F:17][C:12]1[CH:13]=[CH:14][CH:15]=[CH:16][C:11]=1[N:6]1[C:7]2[C:3](=[C:2]([N:32]3[CH2:31][C@H:29]4[C@H:28]([CH2:27][N:26]([C@@H:24]([C:18]5[CH:19]=[CH:20][CH:21]=[CH:22][CH:23]=5)[CH3:25])[CH2:30]4)[C:33]3=[O:34])[CH:10]=[CH:9][CH:8]=2)[CH:4]=[N:5]1. The yield is 0.870. The reactants are Br[C:2]1[CH:10]=[CH:9][CH:8]=[C:7]2[C:3]=1[CH:4]=[N:5][N:6]2[C:11]1[CH:16]=[CH:15][CH:14]=[CH:13][C:12]=1[F:17].[C:18]1([C@H:24]([N:26]2[CH2:30][C@H:29]3[CH2:31][NH:32][C:33](=[O:34])[C@H:28]3[CH2:27]2)[CH3:25])[CH:23]=[CH:22][CH:21]=[CH:20][CH:19]=1.[O-]P([O-])([O-])=O.[K+].[K+].[K+].CN[C@@H]1CCCC[C@H]1NC. (10) The reactants are [CH2:1]([O:3][C:4]1[C:9]([CH:10]([CH3:12])[CH3:11])=[CH:8][CH:7]=[CH:6][C:5]=1[CH2:13][OH:14])[CH3:2]. The catalyst is C1C=CC=CC=1.O=[Mn]=O. The product is [CH2:1]([O:3][C:4]1[C:9]([CH:10]([CH3:11])[CH3:12])=[CH:8][CH:7]=[CH:6][C:5]=1[CH:13]=[O:14])[CH3:2]. The yield is 0.420.